The task is: Predict the product of the given reaction.. This data is from Forward reaction prediction with 1.9M reactions from USPTO patents (1976-2016). (1) Given the reactants [CH3:1][C:2]1[CH:7]=[CH:6][CH:5]=[C:4]([CH3:8])[C:3]=1[C:9]1[CH:14]=[CH:13][C:12]([C:15](Cl)=[O:16])=[CH:11][CH:10]=1.[N:18]1[CH:23]=[CH:22][CH:21]=[C:20]([CH2:24][NH:25][C:26]([C:28]2[N:37]3[C:31]([CH2:32][NH:33][C:34]4[CH:41]=[CH:40][CH:39]=[CH:38][C:35]=4[CH2:36]3)=[CH:30][CH:29]=2)=[O:27])[CH:19]=1.C(N(CC)C(C)C)(C)C, predict the reaction product. The product is: [CH3:1][C:2]1[CH:7]=[CH:6][CH:5]=[C:4]([CH3:8])[C:3]=1[C:9]1[CH:14]=[CH:13][C:12]([C:15]([N:33]2[C:34]3[CH:41]=[CH:40][CH:39]=[CH:38][C:35]=3[CH2:36][N:37]3[C:28]([C:26]([NH:25][CH2:24][C:20]4[CH:19]=[N:18][CH:23]=[CH:22][CH:21]=4)=[O:27])=[CH:29][CH:30]=[C:31]3[CH2:32]2)=[O:16])=[CH:11][CH:10]=1. (2) Given the reactants Br[C:2]1[N:7]=[C:6]([N:8]2[CH2:13][CH2:12][O:11][CH2:10][C@H:9]2[CH3:14])[C:5]2[N:15]=[CH:16][NH:17][C:4]=2[CH:3]=1.[CH3:18][C:19]1[CH:24]=[CH:23][C:22]([NH:25][C:26](=[O:37])[C:27]2[CH:32]=[CH:31][CH:30]=[C:29]([C:33]([F:36])([F:35])[F:34])[CH:28]=2)=[CH:21][C:20]=1B1OC(C)(C)C(C)(C)O1.C([O-])([O-])=O.[Na+].[Na+].C(Cl)Cl, predict the reaction product. The product is: [CH3:18][C:19]1[CH:20]=[CH:21][C:22]([NH:25][C:26](=[O:37])[C:27]2[CH:32]=[CH:31][CH:30]=[C:29]([C:33]([F:34])([F:35])[F:36])[CH:28]=2)=[CH:23][C:24]=1[C:2]1[N:7]=[C:6]([N:8]2[CH2:13][CH2:12][O:11][CH2:10][C@H:9]2[CH3:14])[C:5]2[N:15]=[CH:16][NH:17][C:4]=2[CH:3]=1. (3) Given the reactants [Cl:1][C:2]1[CH:44]=[CH:43][C:5]([CH2:6][C@H:7]([C:22]([N:24]2[CH2:29][CH2:28][C@@H:27]([N:30]([CH:36]3[CH2:41][CH2:40][CH2:39][CH2:38][CH2:37]3)[C:31]([N:33]([CH3:35])[CH3:34])=[O:32])[C@H:26]([CH3:42])[CH2:25]2)=[O:23])[NH:8][CH:9]2[CH2:14][CH2:13][C:12]([OH:21])([C:15]3[CH:20]=[CH:19][CH:18]=[CH:17][CH:16]=3)[CH2:11][CH2:10]2)=[CH:4][CH:3]=1.Cl, predict the reaction product. The product is: [ClH:1].[Cl:1][C:2]1[CH:3]=[CH:4][C:5]([CH2:6][C@H:7]([C:22]([N:24]2[CH2:29][CH2:28][C@@H:27]([N:30]([CH:36]3[CH2:37][CH2:38][CH2:39][CH2:40][CH2:41]3)[C:31]([N:33]([CH3:34])[CH3:35])=[O:32])[C@H:26]([CH3:42])[CH2:25]2)=[O:23])[NH:8][CH:9]2[CH2:10][CH2:11][C:12]([OH:21])([C:15]3[CH:16]=[CH:17][CH:18]=[CH:19][CH:20]=3)[CH2:13][CH2:14]2)=[CH:43][CH:44]=1. (4) Given the reactants [Cl:1][C:2]1[CH:3]=[CH:4][C:5]([C:24]([O:26]C)=O)=[C:6]2[C:10]=1[N:9]=[C:8]1[N:11]([C:15]3[C:20]([CH3:21])=[CH:19][C:18]([Cl:22])=[CH:17][C:16]=3[Cl:23])[CH2:12][CH2:13][CH2:14][N:7]21.C([NH2:30])=O.C[O-].[Na+], predict the reaction product. The product is: [Cl:1][C:2]1[CH:3]=[CH:4][C:5]([C:24]([NH2:30])=[O:26])=[C:6]2[C:10]=1[N:9]=[C:8]1[N:11]([C:15]3[C:20]([CH3:21])=[CH:19][C:18]([Cl:22])=[CH:17][C:16]=3[Cl:23])[CH2:12][CH2:13][CH2:14][N:7]21. (5) Given the reactants [CH:1]1([CH:4]([C:9]2[CH:14]=[CH:13][C:12]([OH:15])=[CH:11][CH:10]=2)[CH2:5][C:6]([OH:8])=[O:7])[CH2:3][CH2:2]1.[CH3:16]S(O)(=O)=O, predict the reaction product. The product is: [CH:1]1([CH:4]([C:9]2[CH:14]=[CH:13][C:12]([OH:15])=[CH:11][CH:10]=2)[CH2:5][C:6]([O:8][CH3:16])=[O:7])[CH2:3][CH2:2]1. (6) Given the reactants [F:1][CH:2]([F:16])[CH2:3][CH2:4][O:5][C:6]1[CH:7]=[C:8]([CH:13]=[CH:14][CH:15]=1)[C:9]([O:11]C)=[O:10].O.[OH-].[Li+], predict the reaction product. The product is: [F:1][CH:2]([F:16])[CH2:3][CH2:4][O:5][C:6]1[CH:7]=[C:8]([CH:13]=[CH:14][CH:15]=1)[C:9]([OH:11])=[O:10].